Dataset: Reaction yield outcomes from USPTO patents with 853,638 reactions. Task: Predict the reaction yield, written as a fraction of the theoretical maximum amount of product (1.0 means a 100% yield; for example, 0.34 means a 34% yield). (1) The reactants are [NH2:1][C@@H:2]([CH2:33][C:34]1[CH:39]=[CH:38][CH:37]=[CH:36][CH:35]=1)[C@@H:3]([OH:32])[CH2:4][C@@H:5]([NH:19][C:20]([C@@H:22]([NH:27][C:28](=[O:31])[O:29][CH3:30])[C:23]([CH3:26])([CH3:25])[CH3:24])=[O:21])[CH2:6][C:7]1[CH:12]=[CH:11][C:10]([C:13]2[CH:18]=[CH:17][CH:16]=[CH:15][N:14]=2)=[CH:9][CH:8]=1.[CH2:40]([N:47]1[CH2:51][CH2:50][N:49]([C@@H:52]([C:56]([CH3:59])([CH3:58])[CH3:57])[C:53](O)=[O:54])[C:48]1=[O:60])[C:41]1[CH:46]=[CH:45][CH:44]=[CH:43][CH:42]=1.CCOP(ON1N=NC2C=CC=CC=2C1=O)(OCC)=O.C(N(CC)C(C)C)(C)C. The catalyst is C1COCC1. The product is [CH2:40]([N:47]1[CH2:51][CH2:50][N:49]([C@@H:52]([C:56]([CH3:58])([CH3:57])[CH3:59])[C:53]([NH:1][C@@H:2]([CH2:33][C:34]2[CH:35]=[CH:36][CH:37]=[CH:38][CH:39]=2)[C@@H:3]([OH:32])[CH2:4][C@@H:5]([NH:19][C:20]([C@@H:22]([NH:27][C:28](=[O:31])[O:29][CH3:30])[C:23]([CH3:26])([CH3:25])[CH3:24])=[O:21])[CH2:6][C:7]2[CH:12]=[CH:11][C:10]([C:13]3[CH:18]=[CH:17][CH:16]=[CH:15][N:14]=3)=[CH:9][CH:8]=2)=[O:54])[C:48]1=[O:60])[C:41]1[CH:42]=[CH:43][CH:44]=[CH:45][CH:46]=1. The yield is 0.730. (2) The reactants are [N+](=[CH:3][C:4]([C@@H:6]1[CH2:10][CH2:9][CH2:8][N:7]1[C:11](=[O:21])[C@@H:12]([NH:16][C:17](=[O:20])[O:18][CH3:19])[CH:13]([CH3:15])[CH3:14])=[O:5])=[N-].[BrH:22]. The catalyst is CC(O)=O. The product is [Br:22][CH2:3][C:4]([C@@H:6]1[CH2:10][CH2:9][CH2:8][N:7]1[C:11](=[O:21])[C@@H:12]([NH:16][C:17](=[O:20])[O:18][CH3:19])[CH:13]([CH3:15])[CH3:14])=[O:5]. The yield is 0.760. (3) The reactants are [CH2:1]=[C:2]([C:7]([O:10]S(F)(=O)=O)([F:9])[F:8])[C:3]([F:6])([F:5])[F:4].[C:15](O[K])([C:21]([F:24])([F:23])[F:22])([C:17]([F:20])([F:19])[F:18])[F:16].[F-].[K+].FC(F)(F)C(C(F)(F)F)=O. The catalyst is O.COCCOCCOC. The product is [CH2:1]=[C:2]([C:7]([O:10][C:15]([C:21]([F:24])([F:23])[F:22])([C:17]([F:20])([F:19])[F:18])[F:16])([F:9])[F:8])[C:3]([F:6])([F:5])[F:4]. The yield is 0.750. (4) The reactants are [C:1]([C:3]1[CH:8]=[CH:7][C:6]([C:9]2[CH:10]=[N:11][N:12]([C:15]3[CH:23]=[CH:22][C:18]([C:19]([OH:21])=O)=[CH:17][N:16]=3)[C:13]=2[OH:14])=[C:5]([CH3:24])[CH:4]=1)#[N:2].C(Cl)CCl.C1C=CC2N(O)N=NC=2C=1.CCN(C(C)C)C(C)C.[CH2:48]1[NH:53][CH2:52][CH2:51][N:50]2[CH2:54][CH2:55][CH2:56][CH:49]12. The catalyst is CN(C=O)C. The product is [OH:14][C:13]1[N:12]([C:15]2[CH:23]=[CH:22][C:18]([C:19]([N:53]3[CH2:52][CH2:51][N:50]4[CH2:54][CH2:55][CH2:56][CH:49]4[CH2:48]3)=[O:21])=[CH:17][N:16]=2)[N:11]=[CH:10][C:9]=1[C:6]1[CH:7]=[CH:8][C:3]([C:1]#[N:2])=[CH:4][C:5]=1[CH3:24]. The yield is 0.386. (5) The reactants are [CH3:1][CH2:2][C@@:3]1([OH:27])[C:8](=[O:9])[O:7][CH2:6][C:5]2[C:10]([N:12]3[C:24](=[CH:25][C:4]1=2)[C:23]1[N:22]=[C:21]2[C:16]([CH:17]=[C:18](O)[CH:19]=[CH:20]2)=[CH:15][C:14]=1[CH2:13]3)=[O:11]. The catalyst is S(=O)(=O)(O)O.C(OC(=O)CCCCC)(=O)CCCCC. The product is [CH3:1][CH2:2][C@@:3]1([OH:27])[C:8](=[O:9])[O:7][CH2:6][C:5]2[C:10]([N:12]3[C:24](=[CH:25][C:4]1=2)[C:23]1[N:22]=[C:21]2[C:16]([CH:17]=[CH:18][CH:19]=[CH:20]2)=[CH:15][C:14]=1[CH2:13]3)=[O:11]. The yield is 0.860. (6) The reactants are [CH3:1][C:2]1[CH:10]=[CH:9][C:8]([N+:11]([O-:13])=[O:12])=[C:7]2[C:3]=1[CH:4]=[C:5]([C:14]([O:16][CH2:17][CH3:18])=[O:15])[NH:6]2.[H-].[Na+].CN(C)C=O.[CH3:26][O:27][CH2:28]Cl. The catalyst is O1CCCC1.C(OCC)(=O)C. The product is [CH3:26][O:27][CH2:28][N:6]1[C:7]2[C:3](=[C:2]([CH3:1])[CH:10]=[CH:9][C:8]=2[N+:11]([O-:13])=[O:12])[CH:4]=[C:5]1[C:14]([O:16][CH2:17][CH3:18])=[O:15]. The yield is 0.680. (7) The reactants are [N+:1]([C:4]1[CH:9]=[CH:8][C:7]([O:10][C:11]2[CH:16]=[CH:15][C:14]([O:17][C:18]([F:21])([F:20])[F:19])=[CH:13][CH:12]=2)=[CH:6][CH:5]=1)([O-])=O. The catalyst is [Pt].C(O)C. The product is [F:19][C:18]([F:20])([F:21])[O:17][C:14]1[CH:13]=[CH:12][C:11]([O:10][C:7]2[CH:8]=[CH:9][C:4]([NH2:1])=[CH:5][CH:6]=2)=[CH:16][CH:15]=1. The yield is 0.939.